This data is from Catalyst prediction with 721,799 reactions and 888 catalyst types from USPTO. The task is: Predict which catalyst facilitates the given reaction. (1) Reactant: [NH2:1][C:2]1[CH:7]=[C:6]([Br:8])[CH:5]=[CH:4][C:3]=1[OH:9].[C:10](N1C=CN=C1)(N1C=CN=C1)=[O:11].Cl. Product: [Br:8][C:6]1[CH:5]=[CH:4][C:3]2[O:9][C:10](=[O:11])[NH:1][C:2]=2[CH:7]=1. The catalyst class is: 7. (2) Reactant: Br[C:2]1[C:3]2[N:4]([N:8]=[C:9]([NH:11][C:12]3[CH:28]=[CH:27][C:15]([C:16]([N:18]([CH3:26])[CH:19]4[CH2:24][CH2:23][N:22]([CH3:25])[CH2:21][CH2:20]4)=[O:17])=[CH:14][CH:13]=3)[N:10]=2)[CH:5]=[CH:6][CH:7]=1.C([O-])([O-])=O.[Cs+].[Cs+].[CH2:35]([N:42]1[C:46]2[CH:47]=[C:48]([OH:51])[CH:49]=[CH:50][C:45]=2[O:44][C:43]1=[O:52])[C:36]1[CH:41]=[CH:40][CH:39]=[CH:38][CH:37]=1.N1C=CC=CC=1C(O)=O. Product: [CH2:35]([N:42]1[C:46]2[CH:47]=[C:48]([O:51][C:2]3[C:3]4[N:4]([N:8]=[C:9]([NH:11][C:12]5[CH:28]=[CH:27][C:15]([C:16]([N:18]([CH3:26])[CH:19]6[CH2:24][CH2:23][N:22]([CH3:25])[CH2:21][CH2:20]6)=[O:17])=[CH:14][CH:13]=5)[N:10]=4)[CH:5]=[CH:6][CH:7]=3)[CH:49]=[CH:50][C:45]=2[O:44][C:43]1=[O:52])[C:36]1[CH:41]=[CH:40][CH:39]=[CH:38][CH:37]=1. The catalyst class is: 321. (3) Reactant: [CH3:1][O:2][C:3]1[CH:4]=[C:5]([CH2:11][C:12]([NH:14]/[C:15](/NC(=O)OC(C)(C)C)=[N:16]/S(C(F)(F)F)(=O)=O)=[O:13])[CH:6]=[CH:7][C:8]=1[O:9][CH3:10].Cl.[NH2:33][C@H:34]([CH2:43][CH:44]1[CH2:49][CH2:48][CH2:47][CH2:46][CH2:45]1)[C:35]([NH:37][CH:38]([CH2:41][CH3:42])[CH2:39][CH3:40])=[O:36].C(OC(N[C@H](CC1CCCCC1)C(O)=O)=O)(C)(C)C.C(C(N)CC)C.FC(F)(F)C(O)=O. Product: [CH:44]1([CH2:43][C@@H:34]([NH:33][C:15]([NH2:16])=[N:14][C:12](=[O:13])[CH2:11][C:5]2[CH:6]=[CH:7][C:8]([O:9][CH3:10])=[C:3]([O:2][CH3:1])[CH:4]=2)[C:35]([NH:37][CH:38]([CH2:41][CH3:42])[CH2:39][CH3:40])=[O:36])[CH2:45][CH2:46][CH2:47][CH2:48][CH2:49]1. The catalyst class is: 236. (4) Reactant: [Cl:1][C:2]1[CH:7]=[CH:6][C:5]([CH:8](Cl)[C:9]2[CH:14]=[CH:13][C:12]([Cl:15])=[CH:11][CH:10]=2)=[CH:4][CH:3]=1.[NH:17]1[CH2:22][CH2:21][NH:20][CH2:19][CH2:18]1.[I-].[K+].C(=O)([O-])[O-].[K+].[K+]. Product: [Cl:1][C:2]1[CH:7]=[CH:6][C:5]([CH:8]([N:17]2[CH2:22][CH2:21][NH:20][CH2:19][CH2:18]2)[C:9]2[CH:14]=[CH:13][C:12]([Cl:15])=[CH:11][CH:10]=2)=[CH:4][CH:3]=1. The catalyst class is: 10. (5) Reactant: [N+:1]([C:4]1[C:5]([NH:10][C:11]2[CH:16]=[CH:15][CH:14]=[CH:13][CH:12]=2)=[N:6][CH:7]=[CH:8][CH:9]=1)([O-])=O.[Cl-].[NH4+]. Product: [C:11]1([NH:10][C:5]2[C:4]([NH2:1])=[CH:9][CH:8]=[CH:7][N:6]=2)[CH:16]=[CH:15][CH:14]=[CH:13][CH:12]=1. The catalyst class is: 490.